From a dataset of Full USPTO retrosynthesis dataset with 1.9M reactions from patents (1976-2016). Predict the reactants needed to synthesize the given product. (1) Given the product [F:40][C:41]1[CH:46]=[C:45]([F:47])[CH:44]=[CH:43][C:42]=1[C@@H:48]([N:50]1[CH2:55][CH2:54][C:53]2([CH2:67][CH2:66][C:58](=[O:59])[CH2:57][CH2:56]2)[O:52][C:51]1=[O:68])[CH3:49], predict the reactants needed to synthesize it. The reactants are: FC1C=C(F)C=CC=1[C@@H](NCCC1(O)CCC2(OCC(C)(C)CO2)CC1)C.ClC(Cl)(OC(=O)OC(Cl)(Cl)Cl)Cl.[F:40][C:41]1[CH:46]=[C:45]([F:47])[CH:44]=[CH:43][C:42]=1[C@@H:48]([N:50]1[CH2:55][CH2:54][C:53]2([CH2:67][CH2:66][C:58]3(OCC(C)(C)C[O:59]3)[CH2:57][CH2:56]2)[O:52][C:51]1=[O:68])[CH3:49]. (2) Given the product [C:1]([C:3]1[CH:4]=[C:5]([C:6]2[O:8][N:50]=[C:51]([C:52]3[CH:53]=[C:54]4[C:58](=[CH:59][C:60]=3[O:61][CH3:62])[N:57]([CH2:63][CH2:64][CH2:65][C:66]([O:68][CH2:69][CH3:70])=[O:67])[N:56]=[CH:55]4)[N:71]=2)[CH:9]=[CH:10][C:11]=1[O:12][CH:13]([CH3:15])[CH3:14])#[N:2], predict the reactants needed to synthesize it. The reactants are: [C:1]([C:3]1[CH:4]=[C:5]([CH:9]=[CH:10][C:11]=1[O:12][CH:13]([CH3:15])[CH3:14])[C:6]([OH:8])=O)#[N:2].CN(C(ON1N=NC2C=CC=NC1=2)=[N+](C)C)C.F[P-](F)(F)(F)(F)F.CCN(C(C)C)C(C)C.O[NH:50][C:51](=[NH:71])[C:52]1[CH:53]=[C:54]2[C:58](=[CH:59][C:60]=1[O:61][CH3:62])[N:57]([CH2:63][CH2:64][CH2:65][C:66]([O:68][CH2:69][CH3:70])=[O:67])[N:56]=[CH:55]2.